From a dataset of Forward reaction prediction with 1.9M reactions from USPTO patents (1976-2016). Predict the product of the given reaction. (1) Given the reactants [C:1]([C:4]1[C:9](=[O:10])[C:8]([O:11][CH3:12])=[CH:7][N:6]([C:13]2[CH:14]=[N:15][CH:16]=[CH:17][CH:18]=2)[N:5]=1)(=O)[CH3:2].COC(OC)[N:22]([CH3:24])C.[C:27](#[N:29])C, predict the reaction product. The product is: [CH3:12][O:11][C:8]1[C:9](=[O:10])[C:4]([C:1]2[N:22]([CH3:24])[N:29]=[CH:27][CH:2]=2)=[N:5][N:6]([C:13]2[CH:14]=[N:15][CH:16]=[CH:17][CH:18]=2)[CH:7]=1. (2) The product is: [Br:13][C:14]1[CH:19]=[CH:18][C:17]([NH:20][C:21]2[C:22]([CH:32]([C:2]3[CH:7]=[CH:6][CH:5]=[CH:4][N:3]=3)[OH:33])=[CH:23][C:24]3[N:28]([CH3:29])[CH:27]=[N:26][C:25]=3[C:30]=2[F:31])=[C:16]([Cl:34])[CH:15]=1. Given the reactants Br[C:2]1[CH:7]=[CH:6][CH:5]=[CH:4][N:3]=1.[Li]CCCC.[Br:13][C:14]1[CH:19]=[CH:18][C:17]([NH:20][C:21]2[C:22]([CH:32]=[O:33])=[CH:23][C:24]3[N:28]([CH3:29])[CH:27]=[N:26][C:25]=3[C:30]=2[F:31])=[C:16]([Cl:34])[CH:15]=1, predict the reaction product. (3) The product is: [O:41]=[S:13]1(=[O:12])[CH2:18][CH2:17][CH:16]([CH2:19][S:20]([C:23]2[CH:24]=[C:25]([C:29](=[O:40])[CH2:30][CH2:31][NH:32][C:33](=[O:39])[O:34][C:35]([CH3:36])([CH3:37])[CH3:38])[CH:26]=[CH:27][CH:28]=2)(=[O:21])=[O:22])[CH2:15][CH2:14]1. Given the reactants [Cr](Cl)([O-])(=O)=O.[NH+]1C=CC=CC=1.[O:12]=[S:13]1(=[O:41])[CH2:18][CH2:17][CH:16]([CH2:19][S:20]([C:23]2[CH:24]=[C:25]([CH:29]([OH:40])[CH2:30][CH2:31][NH:32][C:33](=[O:39])[O:34][C:35]([CH3:38])([CH3:37])[CH3:36])[CH:26]=[CH:27][CH:28]=2)(=[O:22])=[O:21])[CH2:15][CH2:14]1, predict the reaction product.